Dataset: Catalyst prediction with 721,799 reactions and 888 catalyst types from USPTO. Task: Predict which catalyst facilitates the given reaction. (1) Reactant: [CH:1]([O:4][C:5]([C:7]1([C:10]2[CH:15]=[CH:14][C:13]([C:16]3[CH:21]=[CH:20][C:19]([C:22](=[O:24])C)=[CH:18][CH:17]=3)=[CH:12][CH:11]=2)[CH2:9][CH2:8]1)=[O:6])([CH3:3])[CH3:2].BrBr.[OH-].[Na+].Cl.S(S([O-])=O)([O-])(=O)=[O:31].[Na+].[Na+]. Product: [CH:1]([O:4][C:5]([C:7]1([C:10]2[CH:15]=[CH:14][C:13]([C:16]3[CH:21]=[CH:20][C:19]([C:22]([OH:31])=[O:24])=[CH:18][CH:17]=3)=[CH:12][CH:11]=2)[CH2:9][CH2:8]1)=[O:6])([CH3:2])[CH3:3]. The catalyst class is: 38. (2) Reactant: Br[C:2]1[CH:3]=[C:4]2[C:9](=[CH:10][CH:11]=1)[N:8]=[CH:7][CH:6]=[N:5]2.[Cl-].[Li+].[CH2:14](C([Sn])=C(CCCC)CCCC)[CH2:15]CC. Product: [CH:14]([C:2]1[CH:3]=[C:4]2[C:9](=[CH:10][CH:11]=1)[N:8]=[CH:7][CH:6]=[N:5]2)=[CH2:15]. The catalyst class is: 11. (3) Reactant: [C:1]1(=O)[CH2:5][CH2:4][CH2:3][CH2:2]1.[NH:7]1[CH2:11][CH2:10][CH2:9][CH2:8]1. Product: [C:1]1([N:7]2[CH2:11][CH2:10][CH2:9][CH2:8]2)[CH2:5][CH2:4][CH2:3][CH:2]=1. The catalyst class is: 11. (4) Reactant: [NH:1]1[C:5]2=[N:6][CH:7]=[CH:8][CH:9]=[C:4]2[C:3]([CH:10]=[C:11]2[O:15][C:14]([NH:16][CH2:17][C:18]3[CH:23]=[CH:22][CH:21]=[CH:20][C:19]=3[F:24])=[C:13](C(OC)=O)[C:12]2=[O:29])=[CH:2]1.[OH-].[K+]. Product: [NH:1]1[C:5]2=[N:6][CH:7]=[CH:8][CH:9]=[C:4]2[C:3]([CH:10]=[C:11]2[C:12](=[O:29])[CH:13]=[C:14]([NH:16][CH2:17][C:18]3[CH:23]=[CH:22][CH:21]=[CH:20][C:19]=3[F:24])[O:15]2)=[CH:2]1. The catalyst class is: 8. (5) Reactant: F[P-](F)(F)(F)(F)F.N1(O[P+](N(C)C)(N(C)C)N(C)C)C2C=CC=CC=2N=N1.[C:28]12([CH2:38][NH:39][C:40]([C:42]3[C:43]([CH3:57])=[N:44][N:45]([C:47]4[N:52]=[C:51]([C:53](O)=[O:54])[C:50]([CH3:56])=[CH:49][N:48]=4)[CH:46]=3)=[O:41])[CH2:37][CH:32]3[CH2:33][CH:34]([CH2:36][CH:30]([CH2:31]3)[CH2:29]1)[CH2:35]2.[NH:58]1[CH2:63][CH2:62][O:61][CH2:60][CH2:59]1.CC(N(C)C)=O. Product: [C:28]12([CH2:38][NH:39][C:40]([C:42]3[C:43]([CH3:57])=[N:44][N:45]([C:47]4[N:52]=[C:51]([C:53]([N:58]5[CH2:63][CH2:62][O:61][CH2:60][CH2:59]5)=[O:54])[C:50]([CH3:56])=[CH:49][N:48]=4)[CH:46]=3)=[O:41])[CH2:29][CH:30]3[CH2:31][CH:32]([CH2:33][CH:34]([CH2:36]3)[CH2:35]1)[CH2:37]2. The catalyst class is: 2. (6) Reactant: [OH-].[Na+].CC1C=CC(C([O:10][C:11]2[CH:29]=[CH:28][C:14]3[NH:15][C:16](=[N:18][C:19](=[O:27])[C:20]4[CH:25]=[CH:24][C:23]([CH3:26])=[CH:22][CH:21]=4)[S:17][C:13]=3[CH:12]=2)=O)=CC=1.O1CCCC1. Product: [OH:10][C:11]1[CH:29]=[CH:28][C:14]2[NH:15][C:16](=[N:18][C:19](=[O:27])[C:20]3[CH:25]=[CH:24][C:23]([CH3:26])=[CH:22][CH:21]=3)[S:17][C:13]=2[CH:12]=1. The catalyst class is: 5.